This data is from Forward reaction prediction with 1.9M reactions from USPTO patents (1976-2016). The task is: Predict the product of the given reaction. (1) Given the reactants [CH2:1]([O:3][C:4]1[CH:11]=[CH:10][C:7]([CH:8]=O)=[C:6]([O:12][CH3:13])[CH:5]=1)[CH3:2].C([O-])(=O)C.[NH4+].C([BH3-])#[N:20].[Na+], predict the reaction product. The product is: [CH2:1]([O:3][C:4]1[CH:11]=[CH:10][C:7]([CH2:8][NH2:20])=[C:6]([O:12][CH3:13])[CH:5]=1)[CH3:2]. (2) Given the reactants C([Mg]Cl)CCC.C([Li])CCC.Br[C:13]1[CH:18]=[CH:17][C:16]([Br:19])=[CH:15][CH:14]=1.CN(C)[CH:22]=[O:23], predict the reaction product. The product is: [Br:19][C:16]1[CH:17]=[CH:18][C:13]([CH:22]=[O:23])=[CH:14][CH:15]=1. (3) Given the reactants C(O[C:4]([CH2:6][C:7]1[NH:8][C:9]2[CH2:14][CH2:13][N:12]([C:15]([O:17][CH2:18][C:19]3[CH:24]=[CH:23][CH:22]=[CH:21][CH:20]=3)=[O:16])[CH2:11][C:10]=2[N:25]=1)=O)C.Cl.[NH2:27][C:28]1[CH:29]=[C:30]([NH:35][C:36]([NH2:38])=[NH:37])[CH:31]=[CH:32][C:33]=1[NH2:34].[CH3:39]N(C)C=O, predict the reaction product. The product is: [NH:35]([C:30]1[CH:31]=[CH:32][C:33]2[NH:34][C:39]([CH:6]([C:7]3[NH:8][C:9]4[CH2:14][CH2:13][N:12]([C:15]([O:17][CH2:18][C:19]5[CH:20]=[CH:21][CH:22]=[CH:23][CH:24]=5)=[O:16])[CH2:11][C:10]=4[N:25]=3)[CH3:4])=[N:27][C:28]=2[CH:29]=1)[C:36]([NH2:38])=[NH:37]. (4) Given the reactants [CH2:1]([O:3][C:4]([C:6]1[N:11]2[CH:12]=[CH:13][N:14]=[C:10]2[CH:9]=[CH:8][CH:7]=1)=[O:5])[CH3:2].[I-].C[CH:17]=[N+:18]=[CH:19]C.[C:21](#N)C, predict the reaction product. The product is: [CH3:17][N:18]([CH2:19][C:12]1[N:11]2[C:6]([C:4]([O:3][CH2:1][CH3:2])=[O:5])=[CH:7][CH:8]=[CH:9][C:10]2=[N:14][CH:13]=1)[CH3:21].